This data is from Reaction yield outcomes from USPTO patents with 853,638 reactions. The task is: Predict the reaction yield, written as a fraction of the theoretical maximum amount of product (1.0 means a 100% yield; for example, 0.34 means a 34% yield). (1) The reactants are [N:1]([C@H:4]1[CH2:13][CH2:12][CH2:11][C:10]2[C:9]([C:14]#[N:15])=[CH:8][CH:7]=[CH:6][C:5]1=2)=[N+]=[N-].[CH3:16][C:17]([O:20][C:21](O[C:21]([O:20][C:17]([CH3:19])([CH3:18])[CH3:16])=[O:22])=[O:22])([CH3:19])[CH3:18].CCN(CC)CC. The catalyst is CO.[Pd]. The product is [C:14]([C:9]1[CH:8]=[CH:7][CH:6]=[C:5]2[C:10]=1[CH2:11][CH2:12][CH2:13][C@@H:4]2[NH:1][C:21](=[O:22])[O:20][C:17]([CH3:19])([CH3:18])[CH3:16])#[N:15]. The yield is 0.810. (2) The reactants are [C:1]1([C:7]2[N:12]=[CH:11][N:10]=[C:9]([N:13]3[CH2:18][CH2:17][N:16](C(OC(C)(C)C)=O)[CH2:15][CH2:14]3)[CH:8]=2)[CH:6]=[CH:5][CH:4]=[CH:3][CH:2]=1.C(OCC)(=O)C.[ClH:32]. No catalyst specified. The product is [ClH:32].[ClH:32].[C:1]1([C:7]2[CH:8]=[C:9]([N:13]3[CH2:18][CH2:17][NH:16][CH2:15][CH2:14]3)[N:10]=[CH:11][N:12]=2)[CH:2]=[CH:3][CH:4]=[CH:5][CH:6]=1. The yield is 0.990. (3) The reactants are Br[C:2]1[CH:7]=[CH:6][C:5]([CH:8]2[C:12]3[C:13]([CH3:19])=[CH:14][C:15]([CH3:18])=[C:16]([CH3:17])[C:11]=3[O:10][CH2:9]2)=[CH:4][CH:3]=1.[C:20]1(B(O)O)[CH:25]=[CH:24][CH:23]=[CH:22][CH:21]=1.C(O)C.C1(C)C=CC=CC=1. The catalyst is C(=O)([O-])[O-].[Na+].[Na+].C1C=CC([P]([Pd]([P](C2C=CC=CC=2)(C2C=CC=CC=2)C2C=CC=CC=2)([P](C2C=CC=CC=2)(C2C=CC=CC=2)C2C=CC=CC=2)[P](C2C=CC=CC=2)(C2C=CC=CC=2)C2C=CC=CC=2)(C2C=CC=CC=2)C2C=CC=CC=2)=CC=1.O. The product is [C:2]1([C:20]2[CH:25]=[CH:24][CH:23]=[CH:22][CH:21]=2)[CH:7]=[CH:6][C:5]([CH:8]2[C:12]3[C:13]([CH3:19])=[CH:14][C:15]([CH3:18])=[C:16]([CH3:17])[C:11]=3[O:10][CH2:9]2)=[CH:4][CH:3]=1. The yield is 0.760. (4) The reactants are [CH2:1]([O:8][C:9]1[CH:19]=[CH:18][C:17]([C:20]2[CH:29]=[CH:28][C:27]3[C:22](=[CH:23][CH:24]=[C:25]([O:30][CH3:31])[CH:26]=3)[C:21]=2[O:32][C:33]2[CH:38]=[CH:37][C:36]([O:39][CH2:40][CH2:41][N:42]3[CH2:47][CH2:46][CH2:45][CH2:44][CH2:43]3)=[CH:35][CH:34]=2)=[CH:16][C:10]=1[C:11]([N:13]([CH3:15])[CH3:14])=[O:12])[C:2]1[CH:7]=[CH:6][CH:5]=[CH:4][CH:3]=1.[ClH:48]. The catalyst is C(Cl)Cl. The product is [ClH:48].[CH2:1]([O:8][C:9]1[CH:19]=[CH:18][C:17]([C:20]2[CH:29]=[CH:28][C:27]3[C:22](=[CH:23][CH:24]=[C:25]([O:30][CH3:31])[CH:26]=3)[C:21]=2[O:32][C:33]2[CH:34]=[CH:35][C:36]([O:39][CH2:40][CH2:41][N:42]3[CH2:43][CH2:44][CH2:45][CH2:46][CH2:47]3)=[CH:37][CH:38]=2)=[CH:16][C:10]=1[C:11]([N:13]([CH3:14])[CH3:15])=[O:12])[C:2]1[CH:3]=[CH:4][CH:5]=[CH:6][CH:7]=1. The yield is 1.00. (5) The reactants are [C:1]1([O:12][CH2:13][C:14]([OH:16])=[O:15])[CH:6]=[CH:5][CH:4]=[CH:3][C:2]=1[O:7][CH2:8][C:9]([OH:11])=[O:10].[C:17]1([S:23]([CH2:26][CH2:27]O)(=[O:25])=[O:24])[CH:22]=[CH:21][CH:20]=[CH:19][CH:18]=1.C[C:30]1[CH:31]=[CH:32][C:33]([S:36]([OH:39])(=[O:38])=O)=[CH:34][CH:35]=1.O.[CH:41]1C=CC=C[CH:42]=1. The yield is 0.990. The product is [C:17]1([S:23]([CH2:26][CH2:27][O:10][C:9](=[O:11])[CH2:8][O:7][C:2]2[CH:3]=[CH:4][CH:5]=[CH:6][C:1]=2[O:12][CH2:13][C:14]([O:16][CH2:41][CH2:42][S:36]([C:33]2[CH:34]=[CH:35][CH:30]=[CH:31][CH:32]=2)(=[O:38])=[O:39])=[O:15])(=[O:25])=[O:24])[CH:22]=[CH:21][CH:20]=[CH:19][CH:18]=1. No catalyst specified. (6) The reactants are C(OC(C([O:8][C:9](=[O:40])[C@H:10]([C:33]1[CH:34]=[C:35]([CH3:39])[CH:36]=[CH:37][CH:38]=1)[CH2:11][C:12]1[CH:16]=[C:15]([C:17]2[CH:22]=[CH:21][C:20]([Cl:23])=[C:19]([Cl:24])[CH:18]=2)[N:14]([C:25]2[CH:30]=[CH:29][C:28]([O:31][CH3:32])=[CH:27][CH:26]=2)[N:13]=1)C)=O)C.Cl. The catalyst is C(O)(=O)C. The product is [Cl:24][C:19]1[CH:18]=[C:17]([C:15]2[N:14]([C:25]3[CH:26]=[CH:27][C:28]([O:31][CH3:32])=[CH:29][CH:30]=3)[N:13]=[C:12]([CH2:11][C@@H:10]([C:33]3[CH:34]=[C:35]([CH3:39])[CH:36]=[CH:37][CH:38]=3)[C:9]([OH:40])=[O:8])[CH:16]=2)[CH:22]=[CH:21][C:20]=1[Cl:23]. The yield is 0.980. (7) The yield is 0.730. The catalyst is CCOC(C)=O.C(O)(=O)C. The product is [C:1]([NH:9][C:10]1[CH:30]=[CH:29][N:13]([C@@H:14]2[O:28][C@H:18]([CH2:19][O:20][Si:21]([C:24]([CH3:25])([CH3:26])[CH3:27])([CH3:23])[CH3:22])[C@@H:16]([O:17][CH2:32][S:33][CH3:35])[CH2:15]2)[C:12](=[O:31])[N:11]=1)(=[O:8])[C:2]1[CH:3]=[CH:4][CH:5]=[CH:6][CH:7]=1. The reactants are [C:1]([NH:9][C:10]1[CH:30]=[CH:29][N:13]([C@@H:14]2[O:28][C@H:18]([CH2:19][O:20][Si:21]([C:24]([CH3:27])([CH3:26])[CH3:25])([CH3:23])[CH3:22])[C@@H:16]([OH:17])[CH2:15]2)[C:12](=[O:31])[N:11]=1)(=[O:8])[C:2]1[CH:7]=[CH:6][CH:5]=[CH:4][CH:3]=1.[CH3:32][S:33]([CH3:35])=O.C(OC(=O)C)(=O)C.C([O-])(O)=O.[Na+]. (8) The reactants are [C:1]([C:5]1[CH:10]=[CH:9][C:8]([CH:11]([CH2:15][C:16]2[CH:21]=[CH:20][C:19]([N+:22]([O-:24])=[O:23])=[CH:18][CH:17]=2)[C:12]([OH:14])=O)=[CH:7][CH:6]=1)([CH3:4])([CH3:3])[CH3:2].[I:25][C:26]1[CH:32]=[CH:31][C:29]([NH2:30])=[CH:28][CH:27]=1.C1(N=C=NC2CCCCC2)CCCCC1. The catalyst is C1(C)C=CC=CC=1.CN(C)C1C=CN=CC=1. The product is [C:1]([C:5]1[CH:6]=[CH:7][C:8]([CH:11]([CH2:15][C:16]2[CH:21]=[CH:20][C:19]([N+:22]([O-:24])=[O:23])=[CH:18][CH:17]=2)[C:12]([NH:30][C:29]2[CH:31]=[CH:32][C:26]([I:25])=[CH:27][CH:28]=2)=[O:14])=[CH:9][CH:10]=1)([CH3:2])([CH3:4])[CH3:3]. The yield is 0.410.